This data is from Forward reaction prediction with 1.9M reactions from USPTO patents (1976-2016). The task is: Predict the product of the given reaction. (1) Given the reactants [CH2:1]([N:5]([CH2:37][CH2:38][CH2:39][CH3:40])[C:6]1[CH:11]=[CH:10][C:9]([CH:12]=[CH:13][C:14]2[S:15][CH:16]=[CH:17][CH:18]=2)=[C:8]([O:19][Si:20]([C:33]([CH3:36])([CH3:35])[CH3:34])([C:27]2[CH:32]=[CH:31][CH:30]=[CH:29][CH:28]=2)[C:21]2[CH:26]=[CH:25][CH:24]=[CH:23][CH:22]=2)[CH:7]=1)[CH2:2][CH2:3][CH3:4].C([Li])CCC.CN(C)[CH:48]=[O:49].O, predict the reaction product. The product is: [CH2:37]([N:5]([CH2:1][CH2:2][CH2:3][CH3:4])[C:6]1[CH:11]=[CH:10][C:9]([CH:12]=[CH:13][C:14]2[S:15][C:16]([CH:48]=[O:49])=[CH:17][CH:18]=2)=[C:8]([O:19][Si:20]([C:33]([CH3:36])([CH3:35])[CH3:34])([C:21]2[CH:26]=[CH:25][CH:24]=[CH:23][CH:22]=2)[C:27]2[CH:32]=[CH:31][CH:30]=[CH:29][CH:28]=2)[CH:7]=1)[CH2:38][CH2:39][CH3:40]. (2) Given the reactants Br[C:2]1[C:9]([C:10]#[N:11])=[C:8]([OH:12])[C:7]([O:13][CH3:14])=[CH:6][C:3]=1[C:4]#[N:5].[C:15]1(B(O)O)[CH:20]=[CH:19][CH:18]=[CH:17][CH:16]=1.C(=O)([O-])[O-].[Na+].[Na+], predict the reaction product. The product is: [OH:12][C:8]1[C:7]([O:13][CH3:14])=[CH:6][C:3]([C:4]#[N:5])=[C:2]([C:15]2[CH:20]=[CH:19][CH:18]=[CH:17][CH:16]=2)[C:9]=1[C:10]#[N:11]. (3) Given the reactants [F:1][CH2:2][CH:3]([OH:5])[CH3:4].[CH3:6][S:7](Cl)(=[O:9])=[O:8], predict the reaction product. The product is: [CH3:6][S:7]([O:5][CH:3]([CH3:4])[CH2:2][F:1])(=[O:9])=[O:8].